This data is from Retrosynthesis with 50K atom-mapped reactions and 10 reaction types from USPTO. The task is: Predict the reactants needed to synthesize the given product. (1) Given the product CN1CC2CC1CN2c1cc2c(cc1F)c(=O)c(C(=O)O)cn2-c1ccc(F)cc1F, predict the reactants needed to synthesize it. The reactants are: CN1CC2CC1CN2.O=C(O)c1cn(-c2ccc(F)cc2F)c2cc(Cl)c(F)cc2c1=O. (2) Given the product COc1cccc2c1CC[C@H]1[C@@H]2CCN1CC1CCCCC1, predict the reactants needed to synthesize it. The reactants are: COc1cccc2c1CC[C@H]1[C@@H]2CC(=O)N1CC1CCCCC1.